This data is from Forward reaction prediction with 1.9M reactions from USPTO patents (1976-2016). The task is: Predict the product of the given reaction. (1) Given the reactants [NH2:1][CH2:2][CH2:3][CH2:4][C@H:5]([NH:9][C:10]([C:12]1[C:13](=[O:31])[N:14]([CH:18]([C:25]2[CH:30]=[CH:29][CH:28]=[CH:27][CH:26]=2)[C:19]2[CH:24]=[CH:23][CH:22]=[CH:21][CH:20]=2)[CH:15]=[CH:16][CH:17]=1)=[O:11])[C:6]([OH:8])=[O:7].C(O)(C(F)(F)F)=O.C([O-])([O-])=O.[Na+].[Na+].[C:45](Cl)([O:47][CH2:48][CH:49]1[C:61]2[C:56](=[CH:57][CH:58]=[CH:59][CH:60]=2)[C:55]2[C:50]1=[CH:51][CH:52]=[CH:53][CH:54]=2)=[O:46], predict the reaction product. The product is: [C:19]1([CH:18]([C:25]2[CH:26]=[CH:27][CH:28]=[CH:29][CH:30]=2)[N:14]2[CH:15]=[CH:16][CH:17]=[C:12]([C:10]([NH:9][C@@H:5]([CH2:4][CH2:3][CH2:2][NH:1][C:45]([O:47][CH2:48][CH:49]3[C:50]4[CH:51]=[CH:52][CH:53]=[CH:54][C:55]=4[C:56]4[C:61]3=[CH:60][CH:59]=[CH:58][CH:57]=4)=[O:46])[C:6]([OH:8])=[O:7])=[O:11])[C:13]2=[O:31])[CH:24]=[CH:23][CH:22]=[CH:21][CH:20]=1. (2) Given the reactants [CH3:1][O:2][C:3](=[O:25])[C:4]1[CH:9]=[CH:8][CH:7]=[C:6]([S:10][C:11]2[C:19]3[C:14](=[CH:15][C:16]([Cl:20])=[CH:17][CH:18]=3)[NH:13][C:12]=2[C:21]([F:24])([F:23])[F:22])[CH:5]=1.[CH2:26](Br)[C:27]1[CH:32]=[CH:31][CH:30]=[CH:29][CH:28]=1, predict the reaction product. The product is: [CH3:1][O:2][C:3](=[O:25])[C:4]1[CH:9]=[CH:8][CH:7]=[C:6]([S:10][C:11]2[C:19]3[C:14](=[CH:15][C:16]([Cl:20])=[CH:17][CH:18]=3)[N:13]([CH2:26][C:27]3[CH:32]=[CH:31][CH:30]=[CH:29][CH:28]=3)[C:12]=2[C:21]([F:24])([F:23])[F:22])[CH:5]=1. (3) Given the reactants [C@H:1]1([NH:10][C:11]2[CH:20]=[CH:19][C:18]3[C:13](=[CH:14][CH:15]=[CH:16][C:17]=3I)[N:12]=2)[C:9]2[C:4](=[CH:5][CH:6]=[CH:7][CH:8]=2)[CH2:3][CH2:2]1.[C:22]1(B(O)O)[CH:27]=[CH:26][CH:25]=[CH:24][CH:23]=1.C1(P(C2C=CC=CC=2)C2C=CC=CC=2)C=CC=CC=1, predict the reaction product. The product is: [C@H:1]1([NH:10][C:11]2[CH:20]=[CH:19][C:18]3[C:13](=[CH:14][CH:15]=[CH:16][C:17]=3[C:22]3[CH:27]=[CH:26][CH:25]=[CH:24][CH:23]=3)[N:12]=2)[C:9]2[C:4](=[CH:5][CH:6]=[CH:7][CH:8]=2)[CH2:3][CH2:2]1. (4) Given the reactants Cl[C:2]1[CH:7]=[C:6]([C:8]2[CH:13]=[CH:12][CH:11]=[CH:10][CH:9]=2)[N:5]=[C:4]([NH:14][C:15](=[O:29])[CH2:16][CH2:17][C:18]([C:20]2[CH:21]=[CH:22][C:23]3[O:27][CH2:26][CH2:25][C:24]=3[CH:28]=2)=[O:19])[CH:3]=1.C1(C2C=CC=CC=2)C=CC=CC=1P(C1CCCCC1)C1CCCCC1.C(=O)([O-])[O-].[K+].[K+].[OH:61][CH2:62][C:63]1[CH:68]=[CH:67][C:66](B(O)O)=[CH:65][CH:64]=1, predict the reaction product. The product is: [O:27]1[C:23]2[CH:22]=[CH:21][C:20]([C:18](=[O:19])[CH2:17][CH2:16][C:15]([NH:14][C:4]3[CH:3]=[C:2]([C:66]4[CH:67]=[CH:68][C:63]([CH2:62][OH:61])=[CH:64][CH:65]=4)[CH:7]=[C:6]([C:8]4[CH:13]=[CH:12][CH:11]=[CH:10][CH:9]=4)[N:5]=3)=[O:29])=[CH:28][C:24]=2[CH2:25][CH2:26]1. (5) The product is: [Br:1][C:2]1[CH:7]=[CH:6][C:5]([O:8][CH2:18][C:19]2[CH:24]=[CH:23][CH:22]=[CH:21][CH:20]=2)=[C:4]([N+:9]([O-:11])=[O:10])[CH:3]=1. Given the reactants [Br:1][C:2]1[CH:7]=[CH:6][C:5]([OH:8])=[C:4]([N+:9]([O-:11])=[O:10])[CH:3]=1.C(=O)([O-])[O-].[K+].[K+].[CH2:18](Br)[C:19]1[CH:24]=[CH:23][CH:22]=[CH:21][CH:20]=1, predict the reaction product.